Dataset: Full USPTO retrosynthesis dataset with 1.9M reactions from patents (1976-2016). Task: Predict the reactants needed to synthesize the given product. Given the product [F:1][C:2]1[CH:3]=[C:4]([CH:8]=[C:9]([F:12])[C:10]=1[F:11])[C:5]([NH2:15])=[O:6], predict the reactants needed to synthesize it. The reactants are: [F:1][C:2]1[CH:3]=[C:4]([CH:8]=[C:9]([F:12])[C:10]=1[F:11])[C:5](O)=[O:6].Cl.C[N:15](C)CCCN=C=NCC.ON1C(=O)CCC1=O.N.